From a dataset of Full USPTO retrosynthesis dataset with 1.9M reactions from patents (1976-2016). Predict the reactants needed to synthesize the given product. (1) Given the product [CH3:21][C:22]1[CH:29]=[CH:28][CH:27]=[C:26]([CH3:30])[C:23]=1[CH2:24][N:8]1[CH2:9][C:5]2[C:4]([NH:10][C:11]3[CH:12]=[N:13][C:14]4[C:19]([CH:20]=3)=[CH:18][CH:17]=[CH:16][CH:15]=4)=[N:3][CH:2]=[N:1][C:6]=2[CH2:7]1, predict the reactants needed to synthesize it. The reactants are: [N:1]1[C:6]2[CH2:7][NH:8][CH2:9][C:5]=2[C:4]([NH:10][C:11]2[CH:12]=[N:13][C:14]3[C:19]([CH:20]=2)=[CH:18][CH:17]=[CH:16][CH:15]=3)=[N:3][CH:2]=1.[CH3:21][C:22]1[CH:29]=[CH:28][CH:27]=[C:26]([CH3:30])[C:23]=1[CH:24]=O.ClCCCl.CO.C(O[BH-](OC(=O)C)OC(=O)C)(=O)C.[Na+]. (2) Given the product [NH2:18][C:22]1[CH:27]=[CH:26][C:25]([C:28]2[S:29][CH:30]=[CH:31][CH:32]=2)=[CH:24][C:23]=1[NH:33][C:7](=[O:9])[C:6]1[CH:5]=[CH:4][C:3]([Si:2]([CH3:1])([CH3:13])[CH3:12])=[CH:11][CH:10]=1, predict the reactants needed to synthesize it. The reactants are: [CH3:1][Si:2]([CH3:13])([CH3:12])[C:3]1[CH:11]=[CH:10][C:6]([C:7]([OH:9])=O)=[CH:5][CH:4]=1.CC([N:18]([C:22]1[CH:27]=[CH:26][C:25]([C:28]2[S:29][CH:30]=[CH:31][CH:32]=2)=[CH:24][C:23]=1[NH2:33])C(=O)[O-])(C)C.C(Cl)CCl.C1C=CC2N(O)N=NC=2C=1.C(O)(C(F)(F)F)=O.C([O-])(O)=O.[Na+]. (3) Given the product [C:22]([O:26][C:27]([N:29]1[CH2:34][CH2:33][N:32]([C:35]2[CH:36]=[CH:37][C:38]([O:41][CH2:2][C:3]3[N:13]([CH2:14][CH2:15][CH:16]4[CH2:21][CH2:20][CH2:19][CH2:18][CH2:17]4)[C:6]4[N:7]=[C:8]([C:11]#[N:12])[N:9]=[CH:10][C:5]=4[CH:4]=3)=[CH:39][CH:40]=2)[CH2:31][CH2:30]1)=[O:28])([CH3:25])([CH3:23])[CH3:24], predict the reactants needed to synthesize it. The reactants are: Cl[CH2:2][C:3]1[N:13]([CH2:14][CH2:15][CH:16]2[CH2:21][CH2:20][CH2:19][CH2:18][CH2:17]2)[C:6]2[N:7]=[C:8]([C:11]#[N:12])[N:9]=[CH:10][C:5]=2[CH:4]=1.[C:22]([O:26][C:27]([N:29]1[CH2:34][CH2:33][N:32]([C:35]2[CH:40]=[CH:39][C:38]([OH:41])=[CH:37][CH:36]=2)[CH2:31][CH2:30]1)=[O:28])([CH3:25])([CH3:24])[CH3:23]. (4) Given the product [Cl:16][C:17]1[CH:18]=[CH:19][C:20]([C:23]2[CH:28]=[CH:27][C:26]([NH:29][C:30](=[O:33])[C:31]#[C:32][C:2]3[CH:15]=[CH:14][C:5]([CH2:6][N:7]4[CH2:12][CH2:11][CH:10]([CH3:13])[CH2:9][CH2:8]4)=[CH:4][CH:3]=3)=[CH:25][CH:24]=2)=[CH:21][CH:22]=1, predict the reactants needed to synthesize it. The reactants are: I[C:2]1[CH:15]=[CH:14][C:5]([CH2:6][N:7]2[CH2:12][CH2:11][CH:10]([CH3:13])[CH2:9][CH2:8]2)=[CH:4][CH:3]=1.[Cl:16][C:17]1[CH:22]=[CH:21][C:20]([C:23]2[CH:28]=[CH:27][C:26]([NH:29][C:30](=[O:33])[C:31]#[CH:32])=[CH:25][CH:24]=2)=[CH:19][CH:18]=1. (5) Given the product [C:26]([O:25][CH2:24][CH2:23][CH2:22][CH2:21][O:20][C:18]([O:1][C:2]1[CH:3]=[C:4]2[C:9](=[CH:10][CH:11]=1)[CH:8]=[C:7]([C:12]([OH:14])=[O:13])[CH:6]=[CH:5]2)=[O:19])(=[O:29])[CH:27]=[CH2:28], predict the reactants needed to synthesize it. The reactants are: [OH:1][C:2]1[CH:3]=[C:4]2[C:9](=[CH:10][CH:11]=1)[CH:8]=[C:7]([C:12]([OH:14])=[O:13])[CH:6]=[CH:5]2.[OH-].[Na+].Cl[C:18]([O:20][CH2:21][CH2:22][CH2:23][CH2:24][O:25][C:26](=[O:29])[CH:27]=[CH2:28])=[O:19].Cl.C([O-])(=O)C=C.Cl. (6) The reactants are: [CH:1]([C:4]1[CH:8]=[C:7]([C:9]([O:11][CH2:12][CH3:13])=[O:10])[NH:6][N:5]=1)([CH3:3])[CH3:2].C[Si]([N-][Si](C)(C)C)(C)C.[K+].C(O[CH2:33][C:34]1[C:42]2[C:37](=[CH:38][CH:39]=[CH:40][CH:41]=2)[N:36](C(=O)C2C=CC=CC=2)[CH:35]=1)(=O)C1C=CC=CC=1. Given the product [NH:36]1[C:37]2[C:42](=[CH:41][CH:40]=[CH:39][CH:38]=2)[C:34]([CH2:33][N:6]2[C:7]([C:9]([O:11][CH2:12][CH3:13])=[O:10])=[CH:8][C:4]([CH:1]([CH3:3])[CH3:2])=[N:5]2)=[CH:35]1, predict the reactants needed to synthesize it.